Task: Predict the reactants needed to synthesize the given product.. Dataset: Full USPTO retrosynthesis dataset with 1.9M reactions from patents (1976-2016) (1) Given the product [CH2:1]([N:8]([CH2:9][C:10]1[CH:15]=[CH:14][C:13]([C:16]2[C:25]3[C:20](=[CH:21][CH:22]=[CH:23][CH:24]=3)[CH:19]=[CH:18][CH:17]=2)=[CH:12][C:11]=1[O:26][CH2:27][C:28]([OH:30])=[O:29])[C:35](=[O:41])[C:36]([O:38][CH2:39][CH3:40])=[O:37])[C:2]1[CH:7]=[CH:6][CH:5]=[CH:4][CH:3]=1, predict the reactants needed to synthesize it. The reactants are: [CH2:1]([N:8]([C:35](=[O:41])[C:36]([O:38][CH2:39][CH3:40])=[O:37])[CH2:9][C:10]1[CH:15]=[CH:14][C:13]([C:16]2[C:25]3[C:20](=[CH:21][CH:22]=[CH:23][CH:24]=3)[CH:19]=[CH:18][CH:17]=2)=[CH:12][C:11]=1[O:26][CH2:27][C:28]([O:30]C(C)(C)C)=[O:29])[C:2]1[CH:7]=[CH:6][CH:5]=[CH:4][CH:3]=1.C(O)(C(F)(F)F)=O.ClCCl. (2) Given the product [CH3:3][O:4][C:5]1[CH:6]=[CH:7][C:8]([CH2:9][N:10]2[CH:14]=[C:13]([C:15]([OH:17])=[O:16])[CH:12]=[N:11]2)=[CH:20][CH:21]=1, predict the reactants needed to synthesize it. The reactants are: [OH-].[Na+].[CH3:3][O:4][C:5]1[CH:21]=[CH:20][C:8]([CH2:9][N:10]2[CH:14]=[C:13]([C:15]([O:17]CC)=[O:16])[CH:12]=[N:11]2)=[CH:7][CH:6]=1. (3) Given the product [N:40]1[CH:38]=[CH:6][CH:5]=[C:4]([NH:7][C:8]([N:10]2[CH2:11][CH:12]([O:14][C:15]3[CH:20]=[CH:19][C:18]([C:24]4[C:23]([F:22])=[CH:28][CH:27]=[CH:26][C:25]=4[F:29])=[CH:17][N:16]=3)[CH2:13]2)=[O:9])[N:3]=1, predict the reactants needed to synthesize it. The reactants are: N1[CH:6]=[CH:5][C:4]([NH:7][C:8]([N:10]2[CH2:13][CH:12]([O:14][C:15]3[CH:20]=[CH:19][C:18](I)=[CH:17][N:16]=3)[CH2:11]2)=[O:9])=[N:3]C=1.[F:22][C:23]1[CH:28]=[CH:27][CH:26]=[C:25]([F:29])[C:24]=1[B-](F)(F)F.[K+].CCO.[CH2:38]([N:40](CC)CC)C.